From a dataset of Drug-target binding data from BindingDB using IC50 measurements. Regression. Given a target protein amino acid sequence and a drug SMILES string, predict the binding affinity score between them. We predict pIC50 (pIC50 = -log10(IC50 in M); higher means more potent). Dataset: bindingdb_ic50. The small molecule is O=C(/C=C/c1ccc([N+](=O)[O-])cc1)[n+]1nn([O-])c2ccccc21. The target protein (P08587) has sequence MAEDLILERCDLQLEVNGRDHRTADLCRERLVLRRGQPFWLTLHFEGRGYEAGVDTLTFNAVTGPDPSEEAGTMARFSLSSAVEGGTWSASAVDQQDSTVSLLLSTPADAPIGLYRLSLEASTGYQGSSFVLGHFILLYNPRCPADAVYMDSDQERQEYVLTQQGFIYQGSAKFINGIPWNFGQFEDGILDICLMLLDTNPKFLKNAGQDCSRRSRPVYVGRVVSAMVNCNDDQGVLQGRWDNNYSDGVSPMSWIGSVDILRRWKDYGCQRVKYGQCWVFAAVACTVLRCLGIPTRVVTNFNSAHDQNSNLLIEYFRNESGEIEGNKSEMIWNFHCWVESWMTRPDLEPGYEGWQALDPTPQEKSEGTYCCGPVPVRAIKEGHLNVKYDAPFVFAEVNADVVNWIRQKDGSLRKSINHLVVGLKISTKSVGRDEREDITHTYKYPEGSEEEREAFVRANHLNKLATKEEAQEETGVAMRIRVGQNMTMGSDFDIFAYITN.... The pIC50 is 4.4.